From a dataset of Full USPTO retrosynthesis dataset with 1.9M reactions from patents (1976-2016). Predict the reactants needed to synthesize the given product. (1) Given the product [Br:1][C:2]1[CH:3]=[C:4]([CH2:7][N:10]([CH3:11])[CH3:9])[S:5][CH:6]=1, predict the reactants needed to synthesize it. The reactants are: [Br:1][C:2]1[CH:3]=[C:4]([CH:7]=O)[S:5][CH:6]=1.[CH3:9][NH:10][CH3:11].[BH-](OC(C)=O)(OC(C)=O)OC(C)=O.[Na+].CC(O)=O. (2) Given the product [CH2:7]([C:12]12[CH2:19][CH2:18][C:1]([C:2]([Cl:4])=[O:3])([CH2:14][CH2:13]1)[CH2:16][CH2:17]2)[CH2:8][CH2:9][CH2:10][CH3:11], predict the reactants needed to synthesize it. The reactants are: [C:1](Cl)(=O)[C:2]([Cl:4])=[O:3].[CH2:7]([C:12]12[CH2:19][CH2:18]C(C(O)=O)([CH2:16][CH2:17]1)[CH2:14][CH2:13]2)[CH2:8][CH2:9][CH2:10][CH3:11]. (3) Given the product [NH2:1][C:2]1[C:7]([CH:8]=[O:9])=[C:6]([O:18][C:15]2[CH:16]=[CH:17][C:12]([NH2:11])=[C:13]([Cl:19])[CH:14]=2)[N:5]=[CH:4][N:3]=1, predict the reactants needed to synthesize it. The reactants are: [NH2:1][C:2]1[C:7]([CH:8]=[O:9])=[C:6](Cl)[N:5]=[CH:4][N:3]=1.[NH2:11][C:12]1[CH:17]=[CH:16][C:15]([OH:18])=[CH:14][C:13]=1[Cl:19].